From a dataset of Reaction yield outcomes from USPTO patents with 853,638 reactions. Predict the reaction yield, written as a fraction of the theoretical maximum amount of product (1.0 means a 100% yield; for example, 0.34 means a 34% yield). (1) The reactants are [CH3:1][O:2][CH:3]1[CH2:10][CH:9]2[CH:5]([CH2:6][CH:7]([NH:11][CH2:12][C:13]([N:15]3[CH2:19][CH2:18][CH2:17][CH:16]3[C:20]#[N:21])=[O:14])[CH2:8]2)[CH2:4]1.[ClH:22]. The catalyst is CCOCC. The product is [ClH:22].[CH3:1][O:2][CH:3]1[CH2:10][CH:9]2[CH:5]([CH2:6][CH:7]([NH:11][CH2:12][C:13]([N:15]3[CH2:19][CH2:18][CH2:17][CH:16]3[C:20]#[N:21])=[O:14])[CH2:8]2)[CH2:4]1. The yield is 0.890. (2) The reactants are [H-].[Na+].[CH3:3][NH:4][CH2:5][C:6]1[CH:11]=[CH:10][CH:9]=[CH:8][CH:7]=1.CC1C=CC(S(OC[C@@H:24]2[O:26][CH2:25]2)(=O)=O)=CC=1.O1CCC[CH2:28]1. No catalyst specified. The product is [CH2:5]([N:4]([CH3:28])[CH2:3][C@H:25]1[CH2:24][O:26]1)[C:6]1[CH:11]=[CH:10][CH:9]=[CH:8][CH:7]=1. The yield is 0.640. (3) The yield is 0.270. The product is [CH:18]1([CH2:17][O:16][C:13]2[C:12]([C:21]3[CH:26]=[CH:25][C:24]([Cl:27])=[CH:23][CH:22]=3)=[CH:11][C:10]([CH:5]([CH2:6][CH:7]([CH3:9])[CH3:8])[C:4]([OH:28])=[O:3])=[CH:15][CH:14]=2)[CH2:19][CH2:20]1. The catalyst is CO.C1COCC1.O. The reactants are C([O:3][C:4](=[O:28])[CH:5]([C:10]1[CH:11]=[C:12]([C:21]2[CH:26]=[CH:25][C:24]([Cl:27])=[CH:23][CH:22]=2)[C:13]([O:16][CH2:17][CH:18]2[CH2:20][CH2:19]2)=[CH:14][CH:15]=1)[CH2:6][CH:7]([CH3:9])[CH3:8])C.O.[OH-].[Li+]. (4) The reactants are [NH2:1][C:2]1[CH:7]=[CH:6][CH:5]=[CH:4][CH:3]=1.N1C=CC=CC=1.[O:14]=[C:15]([CH3:22])[CH2:16][C:17](OCC)=[O:18]. The catalyst is C1(C)C(C)=CC=CC=1. The product is [O:14]=[C:15]([CH3:22])[CH2:16][C:17]([NH:1][C:2]1[CH:7]=[CH:6][CH:5]=[CH:4][CH:3]=1)=[O:18]. The yield is 0.230. (5) The reactants are [Mg].II.[C:4]1([CH3:11])[C:5](Br)=[CH:6][CH:7]=[CH:8][CH:9]=1.[P:12]([O-:19])(OCC)OCC.Cl. The catalyst is C1COCC1.C1(C)C=CC=CC=1.O. The product is [CH3:11][C:4]1[CH:9]=[CH:8][CH:7]=[CH:6][C:5]=1[PH:12](=[O:19])[C:9]1[CH:8]=[CH:7][CH:6]=[CH:5][C:4]=1[CH3:11]. The yield is 0.399. (6) The reactants are [CH3:1][CH:2]([CH3:11])[C:3](=O)[CH2:4][C:5]([O:7][CH2:8][CH3:9])=[O:6].[C:12]([O-:15])(=O)[CH3:13].[NH4+:16]. The catalyst is CO. The product is [CH2:8]([O:7][C:5]([C:4]1[C:3]([CH:2]([CH3:11])[CH3:1])=[CH:13][C:12](=[O:15])[NH:16][C:1]=1[CH:2]([CH3:11])[CH3:3])=[O:6])[CH3:9]. The yield is 0.0700. (7) The reactants are Cl[C:2]1[N:7]=[C:6]([NH:8][CH2:9][CH2:10][CH3:11])[N:5]=[C:4]([NH:12][O:13][C:14]2[CH:19]=[CH:18][C:17]([F:20])=[CH:16][CH:15]=2)[N:3]=1.[CH2:21]([NH2:24])[C:22]#[CH:23].O. The catalyst is O1CCOCC1. The product is [F:20][C:17]1[CH:18]=[CH:19][C:14]([O:13][NH:12][C:4]2[N:5]=[C:6]([NH:8][CH2:9][CH2:10][CH3:11])[N:7]=[C:2]([NH:24][CH2:21][C:22]#[CH:23])[N:3]=2)=[CH:15][CH:16]=1. The yield is 0.570. (8) The reactants are [CH3:1][C:2]([CH3:53])([CH3:52])[CH2:3][C:4]([NH:6][C:7]1[CH:12]=[CH:11][CH:10]=[C:9]([C:13]2[C:21]3[C:16](=[CH:17][CH:18]=[C:19]([C:22]4[N:26]=[CH:25][N:24](C(C5C=CC=CC=5)(C5C=CC=CC=5)C5C=CC=CC=5)[N:23]=4)[CH:20]=3)[N:15](C3CCCCO3)[N:14]=2)[CH:8]=1)=[O:5]. The catalyst is Cl.O1CCOCC1. The product is [NH:24]1[CH:25]=[N:26][C:22]([C:19]2[CH:20]=[C:21]3[C:16](=[CH:17][CH:18]=2)[NH:15][N:14]=[C:13]3[C:9]2[CH:8]=[C:7]([NH:6][C:4](=[O:5])[CH2:3][C:2]([CH3:52])([CH3:1])[CH3:53])[CH:12]=[CH:11][CH:10]=2)=[N:23]1. The yield is 0.290. (9) The reactants are Cl.[CH3:2][CH:3]1[CH2:8][CH2:7][CH2:6][CH2:5][N:4]1[C:9]1[CH:18]=[CH:17][C:12]([C:13]([O:15]C)=[O:14])=[CH:11][C:10]=1[C:19]([F:22])([F:21])[F:20]. The catalyst is Cl. The product is [CH3:2][CH:3]1[CH2:8][CH2:7][CH2:6][CH2:5][N:4]1[C:9]1[CH:18]=[CH:17][C:12]([C:13]([OH:15])=[O:14])=[CH:11][C:10]=1[C:19]([F:21])([F:20])[F:22]. The yield is 0.850.